This data is from Peptide-MHC class II binding affinity with 134,281 pairs from IEDB. The task is: Regression. Given a peptide amino acid sequence and an MHC pseudo amino acid sequence, predict their binding affinity value. This is MHC class II binding data. (1) The peptide sequence is IRQAGVQYSR. The MHC is HLA-DQA10501-DQB10201 with pseudo-sequence HLA-DQA10501-DQB10201. The binding affinity (normalized) is 0.151. (2) The peptide sequence is AVLMLVAHYAIIGPG. The MHC is DRB1_0701 with pseudo-sequence DRB1_0701. The binding affinity (normalized) is 0.614. (3) The peptide sequence is RLKGVTCRPLKHKVE. The MHC is DRB1_0101 with pseudo-sequence DRB1_0101. The binding affinity (normalized) is 0.245. (4) The peptide sequence is AGFAENDIVEALRHK. The MHC is DRB1_0101 with pseudo-sequence DRB1_0101. The binding affinity (normalized) is 0.336. (5) The peptide sequence is GELVIVDKIDAAFKI. The MHC is DRB1_1101 with pseudo-sequence DRB1_1101. The binding affinity (normalized) is 0.625.